This data is from Reaction yield outcomes from USPTO patents with 853,638 reactions. The task is: Predict the reaction yield, written as a fraction of the theoretical maximum amount of product (1.0 means a 100% yield; for example, 0.34 means a 34% yield). (1) The reactants are [CH3:1][C:2]1[CH:3]=[C:4]([C:8]([C:10]2[CH:15]=[CH:14][CH:13]=[C:12](C)[N:11]=2)=O)[O:5][C:6]=1[CH3:7].[NH3:17].[CH3:18]O. No catalyst specified. The product is [CH3:1][C:2]1[CH:3]=[C:4]([OH:5])[C:8]([C:10]2[CH:15]=[CH:14][C:13]([CH3:18])=[CH:12][N:11]=2)=[N:17][C:6]=1[CH3:7]. The yield is 0.680. (2) The reactants are ClC(Cl)(Cl)CO[C:5](=[O:20])[NH:6][C:7]1[CH:12]=[CH:11][CH:10]=[C:9]([O:13][C:14]2[CH:15]=[N:16][CH:17]=[CH:18][CH:19]=2)[CH:8]=1.[NH2:23][C:24]1[NH:28][N:27]=[C:26]([C:29]([CH3:32])([CH3:31])[CH3:30])[CH:25]=1.CCN(C(C)C)C(C)C.O. The catalyst is CN(C=O)C. The product is [C:29]([C:26]1[CH:25]=[C:24]([NH:23][C:5]([NH:6][C:7]2[CH:12]=[CH:11][CH:10]=[C:9]([O:13][C:14]3[CH:15]=[N:16][CH:17]=[CH:18][CH:19]=3)[CH:8]=2)=[O:20])[NH:28][N:27]=1)([CH3:32])([CH3:31])[CH3:30]. The yield is 0.670.